This data is from Reaction yield outcomes from USPTO patents with 853,638 reactions. The task is: Predict the reaction yield, written as a fraction of the theoretical maximum amount of product (1.0 means a 100% yield; for example, 0.34 means a 34% yield). (1) The reactants are [Br:1][C:2]1[CH:3]=[C:4]([CH2:8][NH2:9])[CH:5]=[N:6][CH:7]=1.[CH:10]1([CH:15]=O)[CH2:14][CH2:13][CH2:12][CH2:11]1.[BH3-]C#N.[Na+]. The catalyst is CO. The product is [Br:1][C:2]1[CH:3]=[C:4]([CH2:8][NH:9][CH2:15][CH:10]2[CH2:14][CH2:13][CH2:12][CH2:11]2)[CH:5]=[N:6][CH:7]=1. The yield is 0.793. (2) The reactants are [CH3:1][O:2][C:3]1[CH:4]=[CH:5][CH:6]=[C:7]2[C:12]=1[CH:11]=[N:10][C:9]([C:13]([OH:15])=O)=[CH:8]2.[NH:16]1[CH:20]=[CH:19][N:18]=[C:17]1[NH:21][C:22]([C:24]1[C:32]2[NH:31][C:30]([NH2:33])=[N:29][C:28]=2[CH:27]=[CH:26][CH:25]=1)=[O:23].CN(C(ON1N=NC2C=CC=CC1=2)=[N+](C)C)C.F[P-](F)(F)(F)(F)F.CCN(C(C)C)C(C)C. The catalyst is CN(C=O)C. The product is [NH:18]1[CH:19]=[CH:20][N:16]=[C:17]1[NH:21][C:22]([C:24]1[C:32]2[N:31]=[C:30]([NH:33][C:13]([C:9]3[N:10]=[CH:11][C:12]4[C:7]([CH:8]=3)=[CH:6][CH:5]=[CH:4][C:3]=4[O:2][CH3:1])=[O:15])[NH:29][C:28]=2[CH:27]=[CH:26][CH:25]=1)=[O:23]. The yield is 0.380. (3) The reactants are [Na].Br[C:3]1[N:4]([CH:19]2[CH2:24][CH2:23][CH2:22][CH2:21][O:20]2)[C:5]2[C:10]([N:11]=1)=[C:9]([NH2:12])[N:8]=[C:7]([O:13][CH2:14][CH2:15][O:16][CH2:17][CH3:18])[N:6]=2.[CH3:25][OH:26]. No catalyst specified. The product is [CH2:17]([O:16][CH2:15][CH2:14][O:13][C:7]1[N:6]=[C:5]2[C:10]([N:11]=[C:3]([O:26][CH3:25])[N:4]2[CH:19]2[CH2:24][CH2:23][CH2:22][CH2:21][O:20]2)=[C:9]([NH2:12])[N:8]=1)[CH3:18]. The yield is 0.784. (4) The reactants are C[O:2][C:3]1[CH:8]=[CH:7][C:6]([P:9](=[O:22])([C:14]2[CH:19]=[CH:18][C:17]([O:20]C)=[CH:16][CH:15]=2)[C:10]([CH3:13])([CH3:12])[CH3:11])=[CH:5][CH:4]=1.Br.[Br-].[K+].S([O-])([O-])=O.[Na+].[Na+].CBr. No catalyst specified. The product is [OH:2][C:3]1[CH:8]=[CH:7][C:6]([P:9](=[O:22])([C:14]2[CH:15]=[CH:16][C:17]([OH:20])=[CH:18][CH:19]=2)[C:10]([CH3:13])([CH3:11])[CH3:12])=[CH:5][CH:4]=1. The yield is 0.400. (5) The reactants are [C:1](Cl)(=[O:3])[CH3:2].[Br:5][C:6]1[CH:7]=[C:8]([O:12][CH3:13])[CH:9]=[CH:10][CH:11]=1.[Al+3].[Cl-].[Cl-].[Cl-]. The catalyst is ClCCl.O.Cl. The product is [Br:5][C:6]1[CH:7]=[C:8]([O:12][CH3:13])[CH:9]=[CH:10][C:11]=1[C:1](=[O:3])[CH3:2]. The yield is 0.830. (6) The reactants are Br[C:2]1[CH:3]=[N:4][CH:5]=[C:6]([Br:8])[CH:7]=1.[F:9][C:10]([F:21])([F:20])[C:11]1[CH:12]=[C:13](B(O)O)[CH:14]=[CH:15][CH:16]=1.C(=O)([O-])[O-].[Na+].[Na+]. The catalyst is CCO.O.CCOC(C)=O.C1C=CC(/C=C/C(/C=C/C2C=CC=CC=2)=O)=CC=1.C1C=CC(/C=C/C(/C=C/C2C=CC=CC=2)=O)=CC=1.C1C=CC(/C=C/C(/C=C/C2C=CC=CC=2)=O)=CC=1.[Pd].[Pd]. The product is [Br:8][C:6]1[CH:5]=[N:4][CH:3]=[C:2]([C:15]2[CH:14]=[CH:13][CH:12]=[C:11]([C:10]([F:21])([F:20])[F:9])[CH:16]=2)[CH:7]=1. The yield is 0.260.